This data is from Full USPTO retrosynthesis dataset with 1.9M reactions from patents (1976-2016). The task is: Predict the reactants needed to synthesize the given product. (1) Given the product [Br:1][C:2]1[N:7]=[C:6]2[CH:8]=[CH:9][N:10]([S:17]([C:11]3[CH:16]=[CH:15][CH:14]=[CH:13][CH:12]=3)(=[O:19])=[O:18])[C:5]2=[CH:4][CH:3]=1, predict the reactants needed to synthesize it. The reactants are: [Br:1][C:2]1[N:7]=[C:6]2[CH:8]=[CH:9][NH:10][C:5]2=[CH:4][CH:3]=1.[C:11]1([S:17](Cl)(=[O:19])=[O:18])[CH:16]=[CH:15][CH:14]=[CH:13][CH:12]=1.[OH-].[Na+].C([O-])(O)=O.[Na+]. (2) Given the product [CH3:26][C:25]1([CH3:27])[O:12][CH2:11][CH:10]([NH:9][C:7]2[C:6]([N+:15]([O-:17])=[O:16])=[CH:5][CH:4]=[C:3]([O:2][CH3:1])[N:8]=2)[CH2:13][O:14]1, predict the reactants needed to synthesize it. The reactants are: [CH3:1][O:2][C:3]1[N:8]=[C:7]([NH:9][CH:10]([CH2:13][OH:14])[CH2:11][OH:12])[C:6]([N+:15]([O-:17])=[O:16])=[CH:5][CH:4]=1.C(=O)([O-])O.[Na+].CO[C:25](OC)([CH3:27])[CH3:26]. (3) Given the product [F:30][C:31]1[CH:36]=[CH:35][C:34]([CH2:37][O:38][C:39]2[CH:47]=[CH:46][C:45]([CH:48]=[O:49])=[CH:44][C:40]=2[C:41]([NH:7][C:4]2[CH:5]=[CH:6][N:1]=[N:2][CH:3]=2)=[O:42])=[CH:33][CH:32]=1, predict the reactants needed to synthesize it. The reactants are: [N:1]1[CH:6]=[CH:5][C:4]([NH2:7])=[CH:3][N:2]=1.C(Cl)CCl.C1C=CC2N(O)N=NC=2C=1.C(N1CCOCC1)C.[F:30][C:31]1[CH:36]=[CH:35][C:34]([CH2:37][O:38][C:39]2[CH:47]=[CH:46][C:45]([CH:48]=[O:49])=[CH:44][C:40]=2[C:41](O)=[O:42])=[CH:33][CH:32]=1. (4) Given the product [C:1]([O:5][C:6](=[O:36])[N:7]([C@@H:19]1[C@@H:24]([OH:25])[C@H:23]([CH2:26][C:27]2[CH:28]=[CH:29][C:30]([Br:33])=[CH:31][CH:32]=2)[CH2:22][S:21](=[O:35])(=[O:34])[CH2:20]1)[CH2:8][C:9]1[CH:14]=[CH:13][CH:12]=[C:11]([C:15]([CH3:17])([CH3:18])[CH3:16])[CH:10]=1)([CH3:2])([CH3:3])[CH3:4], predict the reactants needed to synthesize it. The reactants are: [C:1]([O:5][C:6](=[O:36])[N:7]([C@@H:19]1[C:24](=[O:25])[C@H:23]([CH2:26][C:27]2[CH:32]=[CH:31][C:30]([Br:33])=[CH:29][CH:28]=2)[CH2:22][S:21](=[O:35])(=[O:34])[CH2:20]1)[CH2:8][C:9]1[CH:14]=[CH:13][CH:12]=[C:11]([C:15]([CH3:18])([CH3:17])[CH3:16])[CH:10]=1)([CH3:4])([CH3:3])[CH3:2]. (5) Given the product [NH2:1][C:2]1[N:3]=[C:4]([O:13][C:14]2[CH:19]=[CH:18][CH:17]=[CH:16][CH:15]=2)[C:5]([C:11]#[N:12])=[C:6]([O:20][CH2:21][C:22]2[CH:27]=[CH:26][CH:25]=[CH:24][N:23]=2)[N:7]=1, predict the reactants needed to synthesize it. The reactants are: [NH2:1][C:2]1[N:7]=[C:6](S(C)=O)[C:5]([C:11]#[N:12])=[C:4]([O:13][C:14]2[CH:19]=[CH:18][CH:17]=[CH:16][CH:15]=2)[N:3]=1.[OH:20][CH2:21][C:22]1[CH:27]=[CH:26][CH:25]=[CH:24][N:23]=1.C1CCN2C(=NCCC2)CC1.O. (6) Given the product [O:40]=[S:2]1(=[O:1])[CH2:7][CH2:6][N:5]([CH2:8][C:9]2[CH:10]=[CH:11][C:12]([NH:15][C:16]([C:17]3[CH:18]=[CH:19][C:20]([C:23]4[CH:24]=[CH:25][C:26]([C:29]5[NH:33][C:32]([C@@H:34]6[CH2:38][CH2:37][CH2:36][N:35]6[C:83](=[O:84])[C@H:82]([NH:81][C:79](=[O:80])[O:78][C:74]([CH3:75])([CH3:77])[CH3:76])[C:86]6[CH:91]=[CH:90][CH:89]=[CH:88][CH:87]=6)=[N:31][CH:30]=5)=[CH:27][CH:28]=4)=[CH:21][CH:22]=3)=[O:39])=[CH:13][CH:14]=2)[CH2:4][CH2:3]1, predict the reactants needed to synthesize it. The reactants are: [O:1]=[S:2]1(=[O:40])[CH2:7][CH2:6][N:5]([CH2:8][C:9]2[CH:14]=[CH:13][C:12]([NH:15][C:16](=[O:39])[C:17]3[CH:22]=[CH:21][C:20]([C:23]4[CH:28]=[CH:27][C:26]([C:29]5[NH:33][C:32]([C@@H:34]6[CH2:38][CH2:37][CH2:36][NH:35]6)=[N:31][CH:30]=5)=[CH:25][CH:24]=4)=[CH:19][CH:18]=3)=[CH:11][CH:10]=2)[CH2:4][CH2:3]1.CN(C(ON1N=NC2C=CC=NC1=2)=[N+](C)C)C.F[P-](F)(F)(F)(F)F.CCN(C(C)C)C(C)C.[C:74]([O:78][C:79]([NH:81][C@H:82]([C:86]1[CH:91]=[CH:90][CH:89]=[CH:88][CH:87]=1)[C:83](O)=[O:84])=[O:80])([CH3:77])([CH3:76])[CH3:75]. (7) Given the product [I:1][C:2]1[CH:8]=[C:7]([N+:9]([O-:11])=[O:10])[CH:6]=[CH:5][C:3]=1[NH:4][C:19](=[O:20])[O:18][C:14]([CH3:17])([CH3:16])[CH3:15], predict the reactants needed to synthesize it. The reactants are: [I:1][C:2]1[CH:8]=[C:7]([N+:9]([O-:11])=[O:10])[CH:6]=[CH:5][C:3]=1[NH2:4].[H-].[Na+].[C:14]([O:18][C:19](O[C:19]([O:18][C:14]([CH3:17])([CH3:16])[CH3:15])=[O:20])=[O:20])([CH3:17])([CH3:16])[CH3:15]. (8) Given the product [CH2:33]([O:19][C:13]1[CH:12]=[C:11]2[C:16]([CH2:17][CH:8]([C:5]3[CH:4]=[CH:3][C:2]([OH:1])=[CH:7][CH:6]=3)[CH2:9][O:10]2)=[CH:15][CH:14]=1)[CH2:28][CH2:29][CH3:30], predict the reactants needed to synthesize it. The reactants are: [OH:1][C:2]1[CH:7]=[CH:6][C:5]([C:8]2[C:17](=O)[C:16]3[C:11](=[CH:12][C:13]([O:19]CCN4CCCCC4)=[CH:14][CH:15]=3)[O:10][CH:9]=2)=[CH:4][CH:3]=1.[CH:28]1[C:33]([C@H]2CO[C:29]3[CH:30]=C(O)C=[CH:33][C:28]=3C2)=CC=[C:30](O)[CH:29]=1.BrCCCC.